From a dataset of Forward reaction prediction with 1.9M reactions from USPTO patents (1976-2016). Predict the product of the given reaction. (1) Given the reactants [Cl:1][C:2]1[C:7]([C:8]([O:10][CH2:11][CH3:12])=[O:9])=[CH:6][CH:5]=[C:4](Cl)[N:3]=1.[CH:14]([O:17][C:18]1[N:23]=[CH:22][C:21](B(O)O)=[CH:20][CH:19]=1)([CH3:16])[CH3:15].C(=O)([O-])[O-].[Na+].[Na+], predict the reaction product. The product is: [Cl:1][C:2]1[C:7]([C:8]([O:10][CH2:11][CH3:12])=[O:9])=[CH:6][CH:5]=[C:4]([C:21]2[CH:22]=[N:23][C:18]([O:17][CH:14]([CH3:16])[CH3:15])=[CH:19][CH:20]=2)[N:3]=1. (2) Given the reactants [CH3:1][C:2]1([CH3:15])[C:7](=[O:8])[NH:6][C:5]2[CH:9]=[C:10]([CH3:14])[CH:11]=[C:12]([CH3:13])[C:4]=2[O:3]1.C(=O)([O-])[O-].[K+].[K+].[C:22]([O:26][CH3:27])(=[O:25])[CH:23]=[CH2:24].C(O)(=O)CC(CC(O)=O)(C(O)=O)O, predict the reaction product. The product is: [CH3:27][O:26][C:22](=[O:25])[CH2:23][CH2:24][N:6]1[C:5]2[CH:9]=[C:10]([CH3:14])[CH:11]=[C:12]([CH3:13])[C:4]=2[O:3][C:2]([CH3:15])([CH3:1])[C:7]1=[O:8]. (3) Given the reactants C(OC(=O)[NH:7][C@H:8]([C:10]1[N:14]([CH:15]2[CH2:17][CH2:16]2)[C:13]2[CH:18]=[C:19]([F:22])[CH:20]=[CH:21][C:12]=2[N:11]=1)[CH3:9])(C)(C)C.C(O)(C(F)(F)F)=O, predict the reaction product. The product is: [CH:15]1([N:14]2[C:13]3[CH:18]=[C:19]([F:22])[CH:20]=[CH:21][C:12]=3[N:11]=[C:10]2[C@@H:8]([NH2:7])[CH3:9])[CH2:17][CH2:16]1. (4) Given the reactants [NH2:1][C:2]1[CH:7]=[CH:6][C:5]([C@H:8]2[O:13][CH2:12][CH2:11][N:10]([C:14]([O:16][C:17]([CH3:20])([CH3:19])[CH3:18])=[O:15])[CH2:9]2)=[CH:4][C:3]=1[CH3:21].[C:22](=[O:25])([O-])[O-].[Na+].[Na+].ClC(Cl)(OC(=O)OC(Cl)(Cl)Cl)Cl.[Cl:40][C:41]1[N:46]=[CH:45][C:44]([NH2:47])=[CH:43][CH:42]=1, predict the reaction product. The product is: [Cl:40][C:41]1[N:46]=[CH:45][C:44]([NH:47][C:22](=[O:25])[NH:1][C:2]2[CH:7]=[CH:6][C:5]([C@H:8]3[O:13][CH2:12][CH2:11][N:10]([C:14]([O:16][C:17]([CH3:18])([CH3:20])[CH3:19])=[O:15])[CH2:9]3)=[CH:4][C:3]=2[CH3:21])=[CH:43][CH:42]=1. (5) Given the reactants ClC1C=C([NH2:9])C=CC=1F.C(N(CC)CC)C.Cl[C:18]1[N:23]=[C:22]([Cl:24])[N:21]=[C:20]([CH2:25][CH2:26][CH3:27])[N:19]=1, predict the reaction product. The product is: [Cl:24][C:22]1[N:21]=[C:20]([CH2:25][CH2:26][CH3:27])[N:19]=[C:18]([NH2:9])[N:23]=1.